Binary Classification. Given a T-cell receptor sequence (or CDR3 region) and an epitope sequence, predict whether binding occurs between them. From a dataset of TCR-epitope binding with 47,182 pairs between 192 epitopes and 23,139 TCRs. (1) The epitope is TSNQVAVLY. The TCR CDR3 sequence is CASSLGPSGTYEQYF. Result: 1 (the TCR binds to the epitope). (2) Result: 0 (the TCR does not bind to the epitope). The epitope is GLIYNRMGAVTTEV. The TCR CDR3 sequence is CASSQGPLEAGEETQYF.